Dataset: Forward reaction prediction with 1.9M reactions from USPTO patents (1976-2016). Task: Predict the product of the given reaction. (1) Given the reactants [N:1]1[CH:6]=[CH:5][C:4](B(O)O)=[CH:3][CH:2]=1.Cl[C:11]1[CH:16]=[C:15]([O:17][CH:18]([CH3:20])[CH3:19])[C:14]([N+:21]([O-:23])=[O:22])=[CH:13][C:12]=1[CH3:24].[O-]P([O-])([O-])=O.[K+].[K+].[K+], predict the reaction product. The product is: [CH:18]([O:17][C:15]1[C:14]([N+:21]([O-:23])=[O:22])=[CH:13][C:12]([CH3:24])=[C:11]([C:4]2[CH:5]=[CH:6][N:1]=[CH:2][CH:3]=2)[CH:16]=1)([CH3:20])[CH3:19]. (2) Given the reactants [CH3:1][N:2]([CH3:22])[C:3]1[CH:8]=[CH:7][C:6]([C:9]2[N:18]=[C:17]([C:19](O)=[O:20])[C:16]3[C:11](=[CH:12][CH:13]=[CH:14][CH:15]=3)[N:10]=2)=[CH:5][CH:4]=1.Cl.[OH:24][C:25]1[C:34]([O:35][CH3:36])=[CH:33][CH:32]=[C:31]2[C:26]=1[CH2:27][CH2:28][NH:29][CH2:30]2, predict the reaction product. The product is: [CH3:22][N:2]([CH3:1])[C:3]1[CH:4]=[CH:5][C:6]([C:9]2[N:18]=[C:17]([C:19]([N:29]3[CH2:28][CH2:27][C:26]4[C:31](=[CH:32][CH:33]=[C:34]([O:35][CH3:36])[C:25]=4[OH:24])[CH2:30]3)=[O:20])[C:16]3[C:11](=[CH:12][CH:13]=[CH:14][CH:15]=3)[N:10]=2)=[CH:7][CH:8]=1. (3) Given the reactants ClC(Cl)(Cl)C([O:6][C:7]([N:9]1[CH:14]2[C:15]([C:36](O)=[O:37])=[C:16]([C:18]3[CH:23]=[CH:22][C:21]([O:24][CH2:25][CH2:26][O:27][C:28]4[CH:33]=[C:32]([F:34])[CH:31]=[CH:30][C:29]=4[Cl:35])=[CH:20][CH:19]=3)[CH2:17][CH:10]1[CH2:11][N:12]([C:39](=[O:41])[CH3:40])[CH2:13]2)=[O:8])(C)C.[Cl:44][C:45]1[CH:55]=[CH:54][CH:53]=[CH:52][C:46]=1[CH2:47][NH:48][CH:49]1[CH2:51][CH2:50]1, predict the reaction product. The product is: [CH:7]([OH:8])=[O:6].[Cl:44][C:45]1[CH:55]=[CH:54][CH:53]=[CH:52][C:46]=1[CH2:47][N:48]([CH:49]1[CH2:50][CH2:51]1)[C:36]([C:15]1[CH:14]2[NH:9][CH:10]([CH2:17][C:16]=1[C:18]1[CH:23]=[CH:22][C:21]([O:24][CH2:25][CH2:26][O:27][C:28]3[CH:33]=[C:32]([F:34])[CH:31]=[CH:30][C:29]=3[Cl:35])=[CH:20][CH:19]=1)[CH2:11][N:12]([C:39](=[O:41])[CH3:40])[CH2:13]2)=[O:37]. (4) Given the reactants COCCOC[O:7][C:8]1[CH:9]=[C:10]([CH:14]([O:17][C:18]2[CH:25]=[CH:24][C:21]([C:22]#[N:23])=[C:20]([C:26]([F:29])([F:28])[F:27])[CH:19]=2)[CH2:15][CH3:16])[CH:11]=[N:12][CH:13]=1.C1COCC1, predict the reaction product. The product is: [OH:7][C:8]1[CH:9]=[C:10]([CH:14]([O:17][C:18]2[CH:25]=[CH:24][C:21]([C:22]#[N:23])=[C:20]([C:26]([F:29])([F:27])[F:28])[CH:19]=2)[CH2:15][CH3:16])[CH:11]=[N:12][CH:13]=1. (5) Given the reactants [Cl:1][C:2]1[C:3]([CH2:12][CH:13]=[N:14][C:15](=[O:26])[C:16]2[CH:21]=[CH:20][CH:19]=[CH:18][C:17]=2[C:22]([F:25])([F:24])[F:23])=[N:4][CH:5]=[C:6]([C:8]([F:11])([F:10])[F:9])[CH:7]=1.S(=O)(=O)(O)O.Cl[CH2:33]Cl.[OH2:35], predict the reaction product. The product is: [Cl:1][C:2]1[C:3]([CH2:12][CH:13]([NH:14][C:15](=[O:26])[C:16]2[CH:21]=[CH:20][CH:19]=[CH:18][C:17]=2[C:22]([F:23])([F:24])[F:25])[O:35][CH3:33])=[N:4][CH:5]=[C:6]([C:8]([F:9])([F:11])[F:10])[CH:7]=1. (6) Given the reactants CO[C:3]([C:5]1[C:6](=[O:18])[O:7][C:8]2[C:13]([C:14]=1[OH:15])=[CH:12][C:11]([Cl:16])=[CH:10][C:9]=2[Cl:17])=[O:4].[Na+].[NH2:20][CH2:21][C:22]([O-:24])=[O:23], predict the reaction product. The product is: [Cl:16][C:11]1[CH:12]=[C:13]2[C:8](=[C:9]([Cl:17])[CH:10]=1)[O:7][C:6](=[O:18])[C:5]([C:3]([NH:20][CH2:21][C:22]([OH:24])=[O:23])=[O:4])=[C:14]2[OH:15]. (7) The product is: [CH2:7]([I:2])[CH2:8][CH2:9][CH2:10][CH2:11][CH2:12][CH2:13][CH2:14][CH2:15][CH:16]=[CH2:17]. Given the reactants [Na+].[I-:2].CC(C)=O.[CH2:7](Cl)[CH2:8][CH2:9][CH2:10][CH2:11][CH2:12][CH2:13][CH2:14][CH2:15][CH:16]=[CH2:17], predict the reaction product. (8) Given the reactants [F:1][C:2]([F:24])([F:23])[C:3]1[CH:22]=[CH:21][CH:20]=[CH:19][C:4]=1[O:5][CH:6]1[CH2:11][CH2:10][N:9]([C:12]2[N:17]=[CH:16][C:15]([NH2:18])=[CH:14][CH:13]=2)[CH2:8][CH2:7]1.[CH2:25]([O:32][CH2:33][C:34](O)=[O:35])[C:26]1[CH:31]=[CH:30][CH:29]=[CH:28][CH:27]=1, predict the reaction product. The product is: [CH2:25]([O:32][CH2:33][C:34]([NH:18][C:15]1[CH:16]=[N:17][C:12]([N:9]2[CH2:8][CH2:7][CH:6]([O:5][C:4]3[CH:19]=[CH:20][CH:21]=[CH:22][C:3]=3[C:2]([F:1])([F:23])[F:24])[CH2:11][CH2:10]2)=[CH:13][CH:14]=1)=[O:35])[C:26]1[CH:31]=[CH:30][CH:29]=[CH:28][CH:27]=1. (9) Given the reactants S(O[CH2:6][CH2:7][CH2:8][CH2:9][CH:10]1[C:18]2[C:13](=[CH:14][CH:15]=[CH:16][CH:17]=2)[NH:12][C:11]1=[O:19])(C)(=O)=O.[C:20]1([N:26]2[CH2:31][CH2:30][NH:29][CH2:28][CH2:27]2)[CH:25]=[CH:24][CH:23]=[CH:22][CH:21]=1, predict the reaction product. The product is: [C:20]1([N:26]2[CH2:31][CH2:30][N:29]([CH2:6][CH2:7][CH2:8][CH2:9][CH:10]3[C:18]4[C:13](=[CH:14][CH:15]=[CH:16][CH:17]=4)[NH:12][C:11]3=[O:19])[CH2:28][CH2:27]2)[CH:25]=[CH:24][CH:23]=[CH:22][CH:21]=1.